From a dataset of Forward reaction prediction with 1.9M reactions from USPTO patents (1976-2016). Predict the product of the given reaction. (1) Given the reactants Br[C:2]1[CH:3]=[C:4]([C:16]([NH:18][CH2:19][C:20]2[C:21](=[O:28])[NH:22][C:23]([CH3:27])=[CH:24][C:25]=2[CH3:26])=[O:17])[C:5]2[C:6]([CH3:15])=[CH:7][N:8]([C@H:11]([CH2:13][CH3:14])[CH3:12])[C:9]=2[CH:10]=1.C(=O)([O-])[O-].[Cs+].[Cs+].[CH3:35][N:36]([CH:38]=O)[CH3:37].O, predict the reaction product. The product is: [CH3:35][N:36]([CH2:38][C:2]1[CH:10]=[C:9]([C:2]2[CH:3]=[C:4]([C:16]([NH:18][CH2:19][C:20]3[C:21](=[O:28])[NH:22][C:23]([CH3:27])=[CH:24][C:25]=3[CH3:26])=[O:17])[C:5]3[C:6]([CH3:15])=[CH:7][N:8]([C@@H:11]([CH3:12])[CH2:13][CH3:14])[C:9]=3[CH:10]=2)[CH:5]=[CH:4][CH:3]=1)[CH3:37]. (2) The product is: [O:9]=[C:5]1[NH:6][CH2:7][CH2:8][N:4]1[CH2:3][CH2:2][O:1][C:13]1[N:18]=[CH:17][C:16]([C:19]#[N:20])=[CH:15][CH:14]=1. Given the reactants [OH:1][CH2:2][CH2:3][N:4]1[CH2:8][CH2:7][NH:6][C:5]1=[O:9].[H-].[Na+].Cl[C:13]1[N:18]=[CH:17][C:16]([C:19]#[N:20])=[CH:15][CH:14]=1, predict the reaction product. (3) Given the reactants [Cl:1][C:2]1[N:10]=[CH:9][CH:8]=[CH:7][C:3]=1[C:4](Cl)=[O:5].O[N:12]=[C:13]([NH2:15])[CH3:14], predict the reaction product. The product is: [Cl:1][C:2]1[C:3]([C:4]2[O:5][N:15]=[C:13]([CH3:14])[N:12]=2)=[CH:7][CH:8]=[CH:9][N:10]=1. (4) Given the reactants [C:1](Cl)(Cl)=[O:2].[NH2:5][C:6]1[CH:11]=[CH:10][C:9]([S:12]([NH2:15])(=[O:14])=[O:13])=[CH:8][C:7]=1[Cl:16].C(N(C(C)C)C(C)C)C, predict the reaction product. The product is: [Cl:16][C:7]1[CH:8]=[C:9]([S:12]([NH2:15])(=[O:13])=[O:14])[CH:10]=[CH:11][C:6]=1[N:5]=[C:1]=[O:2]. (5) Given the reactants [NH2:1][C:2]1[N:16]=[CH:15][C:14](Br)=[CH:13][C:3]=1[C:4]([NH:6][C:7]1[CH:12]=[CH:11][N:10]=[CH:9][CH:8]=1)=[O:5].C([C:22]1[C:27]([S:28](=[O:31])(=[O:30])[NH2:29])=[CH:26][CH:25]=[CH:24][C:23]=1B(O)O)(C)(C)C, predict the reaction product. The product is: [NH2:1][C:2]1[N:16]=[CH:15][C:14]([C:22]2[CH:23]=[CH:24][CH:25]=[CH:26][C:27]=2[S:28](=[O:30])(=[O:31])[NH:29][C:3]([CH3:13])([CH3:4])[CH3:2])=[CH:13][C:3]=1[C:4]([NH:6][C:7]1[CH:12]=[CH:11][N:10]=[CH:9][CH:8]=1)=[O:5]. (6) Given the reactants [C:1]([C:5]1[CH:10]=[CH:9][C:8]([OH:11])=[CH:7][CH:6]=1)([CH3:4])([CH3:3])[CH3:2].[CH2:12]1[O:14][C@@H:13]1[CH2:15]Cl, predict the reaction product. The product is: [C:1]([C:5]1[CH:6]=[CH:7][C:8]([O:11][CH2:15][C@H:13]2[CH2:12][O:14]2)=[CH:9][CH:10]=1)([CH3:4])([CH3:2])[CH3:3].